Predict the reactants needed to synthesize the given product. From a dataset of Full USPTO retrosynthesis dataset with 1.9M reactions from patents (1976-2016). (1) Given the product [CH3:1][C:2]1([CH3:10])[O:6][C@@:5]([CH3:9])([CH:7]=[N:12][OH:13])[CH2:4][O:3]1, predict the reactants needed to synthesize it. The reactants are: [CH3:1][C:2]1([CH3:10])[O:6][C@@:5]([CH3:9])([CH:7]=O)[CH2:4][O:3]1.Cl.[NH2:12][OH:13].C([O-])([O-])=O.[Na+].[Na+]. (2) Given the product [NH2:9][C@H:8]1[C@H:2]([OH:1])[CH2:3][O:4][C@H:5]([C:17]2[N:21]([CH3:22])[N:20]=[CH:19][C:18]=2[NH:23][C:45](=[O:46])[C:43]2[CH:42]=[CH:41][C:40]([F:48])=[C:39]([C:28]3[C:29]([F:38])=[CH:30][C:31]([O:33][CH2:34][CH2:35][O:36][CH3:37])=[CH:32][C:27]=3[F:26])[N:44]=2)[CH2:6][CH2:7]1, predict the reactants needed to synthesize it. The reactants are: [OH:1][C@H:2]1[C@H:8]([NH:9]C(=O)OC(C)(C)C)[CH2:7][CH2:6][C@@H:5]([C:17]2[N:21]([CH3:22])[N:20]=[CH:19][C:18]=2[N+:23]([O-])=O)[O:4][CH2:3]1.[F:26][C:27]1[CH:32]=[C:31]([O:33][CH2:34][CH2:35][O:36][CH3:37])[CH:30]=[C:29]([F:38])[C:28]=1[C:39]1[N:44]=[C:43]([C:45](O)=[O:46])[CH:42]=[CH:41][C:40]=1[F:48]. (3) Given the product [CH2:22]([N:13]1[CH:14]=[C:10]([C:7]2[CH:6]=[CH:5][C:4]([N+:1]([O-:3])=[O:2])=[CH:9][CH:8]=2)[N:11]=[CH:12]1)[C:23]([CH3:26])([CH3:25])[CH3:24], predict the reactants needed to synthesize it. The reactants are: [N+:1]([C:4]1[CH:9]=[CH:8][C:7]([C:10]2[N:11]=[CH:12][NH:13][CH:14]=2)=[CH:6][CH:5]=1)([O-:3])=[O:2].C(=O)([O-])[O-].[Cs+].[Cs+].Br[CH2:22][C:23]([CH3:26])([CH3:25])[CH3:24]. (4) Given the product [NH2:44][C:41]1[N:42]=[CH:43][C:38]([C:2]2[N:3]=[C:4]([N:24]3[CH2:29][CH2:28][O:27][CH2:26][CH2:25]3)[C:5]3[S:10][C:9]([CH2:11][N:12]4[CH2:17][CH2:16][N:15]([C:18](=[O:22])[C@@H:19]([OH:21])[CH3:20])[CH2:14][CH2:13]4)=[C:8]([CH3:23])[C:6]=3[N:7]=2)=[CH:39][CH:40]=1, predict the reactants needed to synthesize it. The reactants are: Cl[C:2]1[N:3]=[C:4]([N:24]2[CH2:29][CH2:28][O:27][CH2:26][CH2:25]2)[C:5]2[S:10][C:9]([CH2:11][N:12]3[CH2:17][CH2:16][N:15]([C:18](=[O:22])[C@@H:19]([OH:21])[CH3:20])[CH2:14][CH2:13]3)=[C:8]([CH3:23])[C:6]=2[N:7]=1.CC1(C)C(C)(C)OB([C:38]2[CH:39]=[CH:40][C:41]([NH2:44])=[N:42][CH:43]=2)O1. (5) Given the product [CH2:18]([O:17][C:15]([NH:1][CH:2]1[CH2:3][CH2:4][N:5]([C:8]([O:10][C:11]([CH3:14])([CH3:13])[CH3:12])=[O:9])[CH2:6][CH2:7]1)=[O:16])[C:19]1[CH:24]=[CH:23][CH:22]=[CH:21][CH:20]=1, predict the reactants needed to synthesize it. The reactants are: [NH2:1][CH:2]1[CH2:7][CH2:6][N:5]([C:8]([O:10][C:11]([CH3:14])([CH3:13])[CH3:12])=[O:9])[CH2:4][CH2:3]1.[C:15](Cl)([O:17][CH2:18][C:19]1[CH:24]=[CH:23][CH:22]=[CH:21][CH:20]=1)=[O:16].C(N(C(C)C)CC)(C)C.C(=O)([O-])[O-].[K+].[K+].